This data is from Full USPTO retrosynthesis dataset with 1.9M reactions from patents (1976-2016). The task is: Predict the reactants needed to synthesize the given product. (1) Given the product [N:1]([C@@H:4]([CH2:24][C:25]1[CH:26]=[CH:27][C:28]([O:31][CH2:32][CH2:33][O:34][S:48]([C:45]2[CH:46]=[CH:47][C:42]([CH3:62])=[CH:43][CH:44]=2)(=[O:50])=[O:49])=[CH:29][CH:30]=1)[C:5]([NH:7][C@@H:8]([CH2:13][C:14]1[CH:19]=[CH:18][C:17]([C:20]([F:22])([F:21])[F:23])=[CH:16][CH:15]=1)[C:9]([O:11][CH3:12])=[O:10])=[O:6])=[N+:2]=[N-:3], predict the reactants needed to synthesize it. The reactants are: [N:1]([C@@H:4]([CH2:24][C:25]1[CH:30]=[CH:29][C:28]([O:31][CH2:32][CH2:33][OH:34])=[CH:27][CH:26]=1)[C:5]([NH:7][C@@H:8]([CH2:13][C:14]1[CH:19]=[CH:18][C:17]([C:20]([F:23])([F:22])[F:21])=[CH:16][CH:15]=1)[C:9]([O:11][CH3:12])=[O:10])=[O:6])=[N+:2]=[N-:3].C(N(CC)CC)C.[C:42]1([CH3:62])[CH:47]=[CH:46][C:45]([S:48](O[S:48]([C:45]2[CH:46]=[CH:47][C:42]([CH3:62])=[CH:43][CH:44]=2)(=[O:50])=[O:49])(=[O:50])=[O:49])=[CH:44][CH:43]=1. (2) Given the product [NH:7]1[C:8]2[C:13](=[CH:12][CH:11]=[CH:10][CH:9]=2)[C:5]([C:3](=[O:4])[CH:2]([NH:20][C:21]2[CH:22]=[C:23]([CH:29]=[CH:30][CH:31]=2)[C:24]([O:26][CH2:27][CH3:28])=[O:25])[C:14]2[CH:19]=[CH:18][CH:17]=[CH:16][CH:15]=2)=[CH:6]1, predict the reactants needed to synthesize it. The reactants are: Cl[CH:2]([C:14]1[CH:19]=[CH:18][CH:17]=[CH:16][CH:15]=1)[C:3]([C:5]1[C:13]2[C:8](=[CH:9][CH:10]=[CH:11][CH:12]=2)[NH:7][CH:6]=1)=[O:4].[NH2:20][C:21]1[CH:22]=[C:23]([CH:29]=[CH:30][CH:31]=1)[C:24]([O:26][CH2:27][CH3:28])=[O:25].CCN(C(C)C)C(C)C. (3) Given the product [F:1][C:2]1([CH2:8][O:9][C:10]2[CH:15]=[CH:14][C:13]([S:16]([NH2:19])(=[O:18])=[O:17])=[CH:12][C:11]=2[N+:20]([O-:22])=[O:21])[CH2:7][CH2:6][N:5]([CH:25]2[CH2:26][O:23][CH2:24]2)[CH2:4][CH2:3]1, predict the reactants needed to synthesize it. The reactants are: [F:1][C:2]1([CH2:8][O:9][C:10]2[CH:15]=[CH:14][C:13]([S:16]([NH2:19])(=[O:18])=[O:17])=[CH:12][C:11]=2[N+:20]([O-:22])=[O:21])[CH2:7][CH2:6][NH:5][CH2:4][CH2:3]1.[O:23]1[CH2:26][C:25](=O)[CH2:24]1.C([BH3-])#N. (4) The reactants are: [NH2:1][CH:2]1[C:11]([C:13]([F:16])([F:15])[F:14])([OH:12])[CH2:10][CH:9]([CH2:17][CH3:18])[C:8]2[C:7]([OH:19])=[C:6]([F:20])[C:5]([F:21])=[CH:4][C:3]1=2.[F:22][C:23]1[CH:28]=[CH:27][C:26]([N:29]2[CH:33]=[C:32]([C:34]([OH:36])=O)[N:31]=[N:30]2)=[CH:25][CH:24]=1.C[N:38](C(ON1N=NC2C=CC=NC1=2)=[N+](C)C)C.F[P-](F)(F)(F)(F)F. Given the product [NH2:38][C:33]1[N:29]([C:26]2[CH:27]=[CH:28][C:23]([F:22])=[CH:24][CH:25]=2)[N:30]=[N:31][C:32]=1[C:34]([NH:1][CH:2]1[C:3]2[C:8](=[C:7]([OH:19])[C:6]([F:20])=[C:5]([F:21])[CH:4]=2)[CH:9]([CH2:17][CH3:18])[CH2:10][C:11]1([OH:12])[C:13]([F:15])([F:16])[F:14])=[O:36], predict the reactants needed to synthesize it. (5) Given the product [NH2:1][C:2]1[N:7]=[CH:6][N:5]=[C:4]2[N:8]([CH:12]([C:14]3[CH:21]=[C:20]([Cl:22])[C:17]([C:18]#[N:19])=[C:16]([CH:23]4[CH2:24][N:25]([CH3:29])[CH2:26]4)[C:15]=3[O:27][CH3:28])[CH3:13])[N:9]=[C:10]([CH3:11])[C:3]=12, predict the reactants needed to synthesize it. The reactants are: [NH2:1][C:2]1[N:7]=[CH:6][N:5]=[C:4]2[N:8]([CH:12]([C:14]3[CH:21]=[C:20]([Cl:22])[C:17]([C:18]#[N:19])=[C:16]([CH:23]4[CH2:26][NH:25][CH2:24]4)[C:15]=3[O:27][CH3:28])[CH3:13])[N:9]=[C:10]([CH3:11])[C:3]=12.[C:29]([BH3-])#N.[Na+].C=O.C(O)(=O)C. (6) The reactants are: [NH:1]1[CH2:6][CH2:5][O:4][CH2:3][CH2:2]1.Cl.C(N=C=NCCCN(C)C)C.[CH3:19][O:20][C:21]1[C:22](=[O:48])[C:23]([CH3:47])=[C:24]([CH2:30][C:31]2[CH:32]=[CH:33][C:34]([O:40][C:41]3[CH:46]=[CH:45][CH:44]=[CH:43][CH:42]=3)=[C:35]([CH:39]=2)[C:36](O)=[O:37])[C:25](=[O:29])[C:26]=1[O:27][CH3:28]. Given the product [CH3:19][O:20][C:21]1[C:22](=[O:48])[C:23]([CH3:47])=[C:24]([CH2:30][C:31]2[CH:32]=[CH:33][C:34]([O:40][C:41]3[CH:46]=[CH:45][CH:44]=[CH:43][CH:42]=3)=[C:35]([CH:39]=2)[C:36]([N:1]2[CH2:6][CH2:5][O:4][CH2:3][CH2:2]2)=[O:37])[C:25](=[O:29])[C:26]=1[O:27][CH3:28], predict the reactants needed to synthesize it. (7) Given the product [CH3:46][S:47]([O:37][CH2:36][CH:35]([F:38])[CH2:34][N:24]([CH:20]([C:9]1[N:8]([CH2:1][C:2]2[CH:7]=[CH:6][CH:5]=[CH:4][CH:3]=2)[C:17](=[O:18])[C:16]2[C:11](=[CH:12][C:13]([Cl:19])=[CH:14][CH:15]=2)[N:10]=1)[CH:21]([CH3:23])[CH3:22])[C:25](=[O:33])[C:26]1[CH:31]=[CH:30][C:29]([CH3:32])=[CH:28][CH:27]=1)(=[O:49])=[O:48], predict the reactants needed to synthesize it. The reactants are: [CH2:1]([N:8]1[C:17](=[O:18])[C:16]2[C:11](=[CH:12][C:13]([Cl:19])=[CH:14][CH:15]=2)[N:10]=[C:9]1[CH:20]([N:24]([CH2:34][CH:35]([F:38])[CH2:36][OH:37])[C:25](=[O:33])[C:26]1[CH:31]=[CH:30][C:29]([CH3:32])=[CH:28][CH:27]=1)[CH:21]([CH3:23])[CH3:22])[C:2]1[CH:7]=[CH:6][CH:5]=[CH:4][CH:3]=1.C(N(CC)CC)C.[CH3:46][S:47](Cl)(=[O:49])=[O:48].